From a dataset of Forward reaction prediction with 1.9M reactions from USPTO patents (1976-2016). Predict the product of the given reaction. (1) The product is: [CH3:1][O:2][C:3](=[O:21])[CH:4]([NH:8][C:9](=[O:20])[CH:10]([NH:19][C:24]([O:26][C:27]1[CH:32]=[CH:31][CH:30]=[CH:29][CH:28]=1)=[O:25])[CH2:11][CH2:12][C:13]1[CH:14]=[CH:15][CH:16]=[CH:17][CH:18]=1)[CH:5]([CH3:6])[CH3:7]. Given the reactants [CH3:1][O:2][C:3](=[O:21])[CH:4]([NH:8][C:9](=[O:20])[CH:10]([NH2:19])[CH2:11][CH2:12][C:13]1[CH:18]=[CH:17][CH:16]=[CH:15][CH:14]=1)[CH:5]([CH3:7])[CH3:6].O.Cl[C:24]([O:26][C:27]1[CH:32]=[CH:31][CH:30]=[CH:29][CH:28]=1)=[O:25].CCN(C(C)C)C(C)C, predict the reaction product. (2) Given the reactants [F:1][C:2]1[CH:7]=[CH:6][C:5]([OH:8])=[CH:4][C:3]=1[C:9]([F:12])([F:11])[F:10].F[C:14]1[CH:21]=[CH:20][C:17]([CH:18]=[O:19])=[CH:16][CH:15]=1, predict the reaction product. The product is: [F:1][C:2]1[CH:7]=[CH:6][C:5]([O:8][C:14]2[CH:21]=[CH:20][C:17]([CH:18]=[O:19])=[CH:16][CH:15]=2)=[CH:4][C:3]=1[C:9]([F:10])([F:11])[F:12].